Dataset: Full USPTO retrosynthesis dataset with 1.9M reactions from patents (1976-2016). Task: Predict the reactants needed to synthesize the given product. Given the product [Si:19]([O:1][C:2]1[CH:3]=[C:4]([CH:7]=[C:8](/[CH:10]=[CH:11]/[CH2:12][O:13][CH3:14])[CH:9]=1)[CH:5]=[O:6])([C:15]([CH3:18])([CH3:17])[CH3:16])([CH3:21])[CH3:20], predict the reactants needed to synthesize it. The reactants are: [OH:1][C:2]1[CH:3]=[C:4]([CH:7]=[C:8](/[CH:10]=[CH:11]/[CH2:12][O:13][CH3:14])[CH:9]=1)[CH:5]=[O:6].[C:15]([Si:19](Cl)([CH3:21])[CH3:20])([CH3:18])([CH3:17])[CH3:16].N1C=CN=C1.